Predict the product of the given reaction. From a dataset of Forward reaction prediction with 1.9M reactions from USPTO patents (1976-2016). (1) The product is: [Br:6][C:7]1[C:8]([Cl:3])=[N:9][C:10]([CH3:16])=[C:11]([N+:13]([O-:15])=[O:14])[CH:12]=1. Given the reactants O=P(Cl)(Cl)[Cl:3].[Br:6][C:7]1[C:8](O)=[N:9][C:10]([CH3:16])=[C:11]([N+:13]([O-:15])=[O:14])[CH:12]=1, predict the reaction product. (2) Given the reactants [O:1]=[S:2]1(=[O:37])[CH2:7][CH2:6][CH:5]([NH:8][S:9]([C:12]2[CH:17]=[CH:16][C:15]([C:18]3[CH:23]=[CH:22][N:21]=[C:20]4[N:24]([S:28]([C:31]5[CH:36]=[CH:35][CH:34]=[CH:33][CH:32]=5)(=[O:30])=[O:29])[C:25]([CH3:27])=[CH:26][C:19]=34)=[CH:14][CH:13]=2)(=[O:11])=[O:10])[CH2:4][CH2:3]1.[C:38](=O)([O-])[O-].[Cs+].[Cs+].CI, predict the reaction product. The product is: [O:37]=[S:2]1(=[O:1])[CH2:3][CH2:4][CH:5]([N:8]([CH3:38])[S:9]([C:12]2[CH:17]=[CH:16][C:15]([C:18]3[CH:23]=[CH:22][N:21]=[C:20]4[N:24]([S:28]([C:31]5[CH:32]=[CH:33][CH:34]=[CH:35][CH:36]=5)(=[O:29])=[O:30])[C:25]([CH3:27])=[CH:26][C:19]=34)=[CH:14][CH:13]=2)(=[O:11])=[O:10])[CH2:6][CH2:7]1. (3) Given the reactants Cl[CH2:2][C:3]1[CH:34]=[CH:33][C:6]([CH2:7][N:8]2[C:16]3[C:15](=[O:17])[N:14]([CH3:18])[C:13](=[O:19])[N:12]([CH3:20])[C:11]=3[N:10]=[C:9]2[O:21][C:22]2[CH:27]=[CH:26][CH:25]=[C:24]([O:28][C:29]([F:32])([F:31])[F:30])[CH:23]=2)=[CH:5][CH:4]=1.Cl.[CH3:36][NH:37][CH3:38].C(=O)([O-])[O-].[K+].[K+], predict the reaction product. The product is: [CH3:36][N:37]([CH2:2][C:3]1[CH:34]=[CH:33][C:6]([CH2:7][N:8]2[C:16]3[C:15](=[O:17])[N:14]([CH3:18])[C:13](=[O:19])[N:12]([CH3:20])[C:11]=3[N:10]=[C:9]2[O:21][C:22]2[CH:27]=[CH:26][CH:25]=[C:24]([O:28][C:29]([F:32])([F:31])[F:30])[CH:23]=2)=[CH:5][CH:4]=1)[CH3:38]. (4) Given the reactants C([O:4][C@H:5]1[C@H:10]([O:11]C(=O)C)[C@@H:9]([O:15]C(=O)C)[C@H:8]([C:19]2[CH:24]=[CH:23][C:22]([Cl:25])=[C:21]([CH2:26][C:27]3[N:28]=[N:29][C:30]([O:33][CH2:34][CH3:35])=[CH:31][CH:32]=3)[CH:20]=2)[O:7][C@H:6]1[CH2:36][O:37]C(=O)C)(=O)C.C[O-].[Na+], predict the reaction product. The product is: [Cl:25][C:22]1[CH:23]=[CH:24][C:19]([C@H:8]2[C@H:9]([OH:15])[C@@H:10]([OH:11])[C@H:5]([OH:4])[C@@H:6]([CH2:36][OH:37])[O:7]2)=[CH:20][C:21]=1[CH2:26][C:27]1[N:28]=[N:29][C:30]([O:33][CH2:34][CH3:35])=[CH:31][CH:32]=1. (5) The product is: [Cl:30][C:18]1[CH:17]=[C:16]([CH2:15][CH:8]([C:3](=[O:7])[CH2:4][CH2:5][CH3:6])[C:9]([O:11][CH2:12][CH3:13])=[O:10])[CH:21]=[CH:20][C:19]=1[C:22]1[CH:27]=[CH:26][CH:25]=[CH:24][C:23]=1[C:28]#[N:29]. Given the reactants [H-].[Na+].[C:3]([CH2:8][C:9]([O:11][CH2:12][CH3:13])=[O:10])(=[O:7])[CH2:4][CH2:5][CH3:6].Br[CH2:15][C:16]1[CH:21]=[CH:20][C:19]([C:22]2[C:23]([C:28]#[N:29])=[CH:24][CH:25]=[CH:26][CH:27]=2)=[C:18]([Cl:30])[CH:17]=1.Cl, predict the reaction product. (6) Given the reactants [Br:1][C:2]1[CH:3]=[C:4]([S:9]([NH2:12])(=[O:11])=[O:10])[CH:5]=[N:6][C:7]=1Cl.[F:13][C:14]1[CH:19]=[C:18]([F:20])[CH:17]=[CH:16][C:15]=1[OH:21].C(=O)([O-])[O-].[Cs+].[Cs+], predict the reaction product. The product is: [Br:1][C:2]1[CH:3]=[C:4]([S:9]([NH2:12])(=[O:11])=[O:10])[CH:5]=[N:6][C:7]=1[O:21][C:15]1[CH:16]=[CH:17][C:18]([F:20])=[CH:19][C:14]=1[F:13]. (7) Given the reactants [CH2:1]=[CH:2][C:3](=[CH2:5])[CH3:4].[C:6](OC)(=[O:9])[CH:7]=[CH2:8], predict the reaction product. The product is: [CH3:5][C:3]1[CH2:4][CH2:8][CH:7]([CH2:6][OH:9])[CH2:1][CH:2]=1.